Dataset: Catalyst prediction with 721,799 reactions and 888 catalyst types from USPTO. Task: Predict which catalyst facilitates the given reaction. (1) Reactant: [H-].[Na+].[CH:3](=[C:5](/[CH2:9][CH2:10][CH2:11][CH2:12][CH3:13])\[C:6](=[O:8])[CH3:7])/[CH3:4].[C:14]([O-])(O)=O.[Na+]. Product: [CH3:4][CH:3]1[CH2:14][C:5]1([C:6](=[O:8])[CH3:7])[CH2:9][CH2:10][CH2:11][CH2:12][CH3:13]. The catalyst class is: 16. (2) Reactant: C(OC([N:8]([C:16]1[C:21]([O:22]C)=[C:20]([NH:24][C:25]2[C:30](=[O:31])[N:29]3[C:32]4([CH2:40][CH2:39][CH2:38][CH2:37][CH2:36]4)[NH:33][C:34](=[O:35])[C:28]3=[C:27]([CH3:41])[CH:26]=2)[N:19]=[CH:18][N:17]=1)C(=O)OC(C)(C)C)=O)(C)(C)C.ClCCl.B(Br)(Br)Br. Product: [NH2:8][C:16]1[N:17]=[CH:18][N:19]=[C:20]([NH:24][C:25]2[C:30](=[O:31])[N:29]3[C:32]4([CH2:40][CH2:39][CH2:38][CH2:37][CH2:36]4)[NH:33][C:34](=[O:35])[C:28]3=[C:27]([CH3:41])[CH:26]=2)[C:21]=1[OH:22]. The catalyst class is: 6. (3) The catalyst class is: 25. Reactant: [CH3:1][C:2]1([CH3:30])[CH2:7][CH2:6][N:5]([C:8]2[N:13]3[N:14]=[C:15]([C:17]4[CH:22]=[CH:21][CH:20]=[CH:19][CH:18]=4)[N:16]=[C:12]3[N:11]=[C:10]([CH3:23])[C:9]=2[CH:24]([OH:29])[C:25]([O:27][CH3:28])=[O:26])[CH2:4][CH2:3]1.[C:31](OC(=O)C)([CH3:34])([CH3:33])[CH3:32].C(Cl)Cl.Cl(O)(=O)(=O)=O. Product: [C:31]([O:29][CH:24]([C:9]1[C:10]([CH3:23])=[N:11][C:12]2[N:13]([N:14]=[C:15]([C:17]3[CH:18]=[CH:19][CH:20]=[CH:21][CH:22]=3)[N:16]=2)[C:8]=1[N:5]1[CH2:4][CH2:3][C:2]([CH3:30])([CH3:1])[CH2:7][CH2:6]1)[C:25]([O:27][CH3:28])=[O:26])([CH3:34])([CH3:33])[CH3:32]. (4) Reactant: Cl.[NH:2]1[CH2:7][CH2:6][CH:5]([C:8]2[C:16]3[C:11](=[C:12]([C:22]([NH2:24])=[O:23])[CH:13]=[C:14]([C:17]4[S:18][CH:19]=[CH:20][CH:21]=4)[CH:15]=3)[NH:10][N:9]=2)[CH2:4][CH2:3]1.[CH2:25]([S:27](Cl)(=[O:29])=[O:28])[CH3:26].C(N(CC)CC)C. Product: [CH2:25]([S:27]([N:2]1[CH2:7][CH2:6][CH:5]([C:8]2[C:16]3[C:11](=[C:12]([C:22]([NH2:24])=[O:23])[CH:13]=[C:14]([C:17]4[S:18][CH:19]=[CH:20][CH:21]=4)[CH:15]=3)[NH:10][N:9]=2)[CH2:4][CH2:3]1)(=[O:29])=[O:28])[CH3:26]. The catalyst class is: 2. (5) Reactant: [Cl:1][C:2]1[CH:3]=[C:4]([NH:12][C:13]2[N:18]=[CH:17][C:16]([CH:19]=[CH:20][C:21]3[CH:22]=[C:23]4[C:27](=[CH:28][CH:29]=3)[N:26]([CH:30]3[CH2:35][CH2:34][CH2:33][CH2:32][O:31]3)[N:25]=[CH:24]4)=[CH:15][N:14]=2)[CH:5]=[CH:6][C:7]=1[O:8][CH:9]([F:11])[F:10]. Product: [Cl:1][C:2]1[CH:3]=[C:4]([NH:12][C:13]2[N:18]=[CH:17][C:16]([CH2:19][CH2:20][C:21]3[CH:22]=[C:23]4[C:27](=[CH:28][CH:29]=3)[N:26]([CH:30]3[CH2:35][CH2:34][CH2:33][CH2:32][O:31]3)[N:25]=[CH:24]4)=[CH:15][N:14]=2)[CH:5]=[CH:6][C:7]=1[O:8][CH:9]([F:10])[F:11]. The catalyst class is: 78. (6) Reactant: [O:1]1[C@H:3]([CH2:4][O:5][C:6]2[CH:11]=[CH:10][C:9]([O:12][CH2:13][C:14]3[CH:19]=[CH:18][CH:17]=[CH:16][CH:15]=3)=[C:8]([CH:20]=[O:21])[CH:7]=2)[CH2:2]1.[BH4-].[Na+]. Product: [O:1]1[C@H:3]([CH2:4][O:5][C:6]2[CH:11]=[CH:10][C:9]([O:12][CH2:13][C:14]3[CH:15]=[CH:16][CH:17]=[CH:18][CH:19]=3)=[C:8]([CH2:20][OH:21])[CH:7]=2)[CH2:2]1. The catalyst class is: 5.